From a dataset of Catalyst prediction with 721,799 reactions and 888 catalyst types from USPTO. Predict which catalyst facilitates the given reaction. (1) The catalyst class is: 1. Product: [C:1]([O:5][C:6]([N:8]1[C:16]2[C:11](=[CH:12][C:13]([CH:17]3[C:18]([C:27]#[N:28])=[C:19]([CH3:26])[NH:20][C:21]([CH3:25])=[C:22]3[C:23]#[N:24])=[CH:14][CH:15]=2)[C:10]([NH:29][CH2:30][CH2:31][OH:32])=[N:9]1)=[O:7])([CH3:4])([CH3:2])[CH3:3]. Reactant: [C:1]([O:5][C:6]([N:8]1[C:16]2[C:11](=[CH:12][C:13]([CH:17]3[C:22]([C:23]#[N:24])=[C:21]([CH3:25])[NH:20][C:19]([CH3:26])=[C:18]3[C:27]#[N:28])=[CH:14][CH:15]=2)[C:10]([NH:29][CH2:30][CH2:31][O:32][Si](C(C)(C)C)(C)C)=[N:9]1)=[O:7])([CH3:4])([CH3:3])[CH3:2].CCCC[N+](CCCC)(CCCC)CCCC.[F-]. (2) Reactant: [NH:1]1[C:5]2[CH:6]=[CH:7][CH:8]=[CH:9][C:4]=2[N:3]=[C:2]1[C:10]1[N:11]=[CH:12][N:13]2[C:18](=[O:19])[N:17]([CH3:20])[N:16]=[N:15][C:14]=12.[H-].[Na+].[CH3:23]I. Product: [CH3:20][N:17]1[C:18](=[O:19])[N:13]2[CH:12]=[N:11][C:10]([C:2]3[N:1]([CH3:23])[C:5]4[CH:6]=[CH:7][CH:8]=[CH:9][C:4]=4[N:3]=3)=[C:14]2[N:15]=[N:16]1. The catalyst class is: 3. (3) Reactant: [C:1]([O:5][C:6]([N:8]([CH2:19][CH2:20][C:21]1[CH:26]=[CH:25][C:24]([S:27]([C:30]2[CH:42]=[CH:41][C:33]([O:34][CH2:35][C:36]([O:38]CC)=O)=[CH:32][CH:31]=2)(=[O:29])=[O:28])=[CH:23][CH:22]=1)[CH2:9][C@@H:10]([C:12]1[CH:17]=[CH:16][CH:15]=[C:14]([Cl:18])[CH:13]=1)[OH:11])=[O:7])([CH3:4])([CH3:3])[CH3:2].[CH3:43][NH2:44]. Product: [Cl:18][C:14]1[CH:13]=[C:12]([C@@H:10]([OH:11])[CH2:9][N:8]([CH2:19][CH2:20][C:21]2[CH:22]=[CH:23][C:24]([S:27]([C:30]3[CH:31]=[CH:32][C:33]([O:34][CH2:35][C:36]([NH:44][CH3:43])=[O:38])=[CH:41][CH:42]=3)(=[O:28])=[O:29])=[CH:25][CH:26]=2)[C:6](=[O:7])[O:5][C:1]([CH3:3])([CH3:2])[CH3:4])[CH:17]=[CH:16][CH:15]=1. The catalyst class is: 5.